This data is from Forward reaction prediction with 1.9M reactions from USPTO patents (1976-2016). The task is: Predict the product of the given reaction. (1) Given the reactants [C:1]1([CH2:7][C:8]([NH2:10])=[O:9])[CH:6]=[CH:5][CH:4]=[CH:3][CH:2]=1.[Br:11]N1C(=O)CCC1=O.O, predict the reaction product. The product is: [Br:11][CH:7]([C:1]1[CH:6]=[CH:5][CH:4]=[CH:3][CH:2]=1)[C:8]([NH2:10])=[O:9]. (2) Given the reactants [N:1]1([C:7]2[CH:8]=[CH:9][C:10]3[N:11]([C:13]([C:16]([F:19])([F:18])[F:17])=[N:14][N:15]=3)[N:12]=2)[CH2:6][CH2:5][NH:4][CH2:3][CH2:2]1.[O:20]1[CH:24]=[CH:23][CH:22]=[C:21]1[CH:25]=O, predict the reaction product. The product is: [O:20]1[CH:24]=[CH:23][CH:22]=[C:21]1[CH2:25][N:4]1[CH2:3][CH2:2][N:1]([C:7]2[CH:8]=[CH:9][C:10]3[N:11]([C:13]([C:16]([F:17])([F:18])[F:19])=[N:14][N:15]=3)[N:12]=2)[CH2:6][CH2:5]1. (3) Given the reactants Cl[C:2]1[N:3]=[C:4]([N:22]2[CH2:27][CH2:26][O:25][CH2:24][CH2:23]2)[C:5]2[S:10][C:9]([CH2:11][N:12]3[CH2:17][CH2:16][N:15](S(C)(=O)=O)[CH2:14][CH2:13]3)=[CH:8][C:6]=2[N:7]=1.F[C:29]1[CH:34]=[CH:33][C:32](B(O)O)=[CH:31][N:30]=1.NO, predict the reaction product. The product is: [O:25]1[CH2:26][CH2:27][N:22]([C:4]2[C:5]3[S:10][C:9]([CH2:11][N:12]4[CH2:17][CH2:16][NH:15][CH2:14][CH2:13]4)=[CH:8][C:6]=3[N:7]=[C:2]([C:32]3[CH:33]=[CH:34][C:29]([NH:22][CH2:23][CH2:24][OH:25])=[N:30][CH:31]=3)[N:3]=2)[CH2:23][CH2:24]1. (4) The product is: [F:31][C:5]1[CH:6]=[CH:7][CH:2]=[CH:3][C:4]=1[CH:8]1[CH2:17][C:16](=[O:18])[C:15]2[C:10](=[CH:11][CH:12]=[C:13]([OH:19])[CH:14]=2)[O:9]1. Given the reactants F[C:2]1[CH:3]=[C:4]([CH:8]2[CH2:17][C:16](=[O:18])[C:15]3[C:10](=[CH:11][CH:12]=[C:13]([OH:19])[CH:14]=3)[O:9]2)[CH:5]=[CH:6][CH:7]=1.OC1C=CC(O)=CC=1C(=O)C.[F:31]C1C=CC=CC=1C=O, predict the reaction product. (5) The product is: [Cl:8][C:6]1[N:5]=[CH:4][N:3]=[C:2]([NH:18][C:19]2[CH:24]=[CH:23][C:22]([CH:25]3[CH2:30][CH2:29][N:28]([CH:31]=[O:32])[CH2:27][CH2:26]3)=[C:21]([CH3:33])[CH:20]=2)[N:7]=1. Given the reactants Cl[C:2]1[N:7]=[C:6]([Cl:8])[N:5]=[CH:4][N:3]=1.C(N(CC)C(C)C)(C)C.[NH2:18][C:19]1[CH:24]=[CH:23][C:22]([CH:25]2[CH2:30][CH2:29][N:28]([CH:31]=[O:32])[CH2:27][CH2:26]2)=[C:21]([CH3:33])[CH:20]=1, predict the reaction product. (6) Given the reactants [CH3:1][C@H:2]1[CH2:7][N:6]([C:8]2[CH:13]=[CH:12][CH:11]=[CH:10][N:9]=2)[CH2:5][CH2:4][N:3]1[C:14]1[C:15](OS(C(F)(F)F)(=O)=O)=[N:16][C:17]2[C:22]([N:23]=1)=[CH:21][C:20]([C:24]([O:26][CH3:27])=[O:25])=[CH:19][CH:18]=2.C(=O)([O-])[O-].[Na+].[Na+].CC1(C)OB([C:48]2[CH:49]=[C:50]3[C:54](=[CH:55][CH:56]=2)[N:53]([C:57]([O:59][C:60]([CH3:63])([CH3:62])[CH3:61])=[O:58])[N:52]=[CH:51]3)OC1(C)C, predict the reaction product. The product is: [C:60]([O:59][C:57]([N:53]1[C:54]2[C:50](=[CH:49][C:48]([C:15]3[C:14]([N:3]4[CH2:4][CH2:5][N:6]([C:8]5[CH:13]=[CH:12][CH:11]=[CH:10][N:9]=5)[CH2:7][C@@H:2]4[CH3:1])=[N:23][C:22]4[C:17](=[CH:18][CH:19]=[C:20]([C:24]([O:26][CH3:27])=[O:25])[CH:21]=4)[N:16]=3)=[CH:56][CH:55]=2)[CH:51]=[N:52]1)=[O:58])([CH3:63])([CH3:61])[CH3:62]. (7) Given the reactants [C:1]([NH:3][C:4](=[N:12][C:13]1[CH:18]=[CH:17][C:16]([O:19][CH2:20][CH2:21][N:22]2[CH2:26][CH2:25][CH2:24][CH2:23]2)=[CH:15][CH:14]=1)OC1C=CC=CC=1)#[N:2].[NH:27]([C:29]1[C:30]2[CH2:40][CH2:39][CH2:38][CH2:37][CH2:36][CH2:35][C:31]=2[N:32]=[CH:33][N:34]=1)[NH2:28], predict the reaction product. The product is: [N:32]1[C:31]2[CH2:35][CH2:36][CH2:37][CH2:38][CH2:39][CH2:40][C:30]=2[C:29]([N:27]2[C:1]([NH2:2])=[N:3][C:4]([NH:12][C:13]3[CH:14]=[CH:15][C:16]([O:19][CH2:20][CH2:21][N:22]4[CH2:23][CH2:24][CH2:25][CH2:26]4)=[CH:17][CH:18]=3)=[N:28]2)=[N:34][CH:33]=1.